This data is from Reaction yield outcomes from USPTO patents with 853,638 reactions. The task is: Predict the reaction yield, written as a fraction of the theoretical maximum amount of product (1.0 means a 100% yield; for example, 0.34 means a 34% yield). (1) The reactants are Br[C:2]1[CH:3]=[C:4]2[C:9](=[CH:10][CH:11]=1)[N:8]=[CH:7][C:6]([C:12]([CH:14]1[CH2:16][CH2:15]1)=[O:13])=[C:5]2[N:17]1[CH2:22][CH2:21][CH:20]([N:23]2[CH2:28][CH2:27][N:26]([CH3:29])[CH2:25][CH2:24]2)[CH2:19][CH2:18]1.[Cl:30][C:31]1[CH:36]=[C:35](B2OC(C)(C)C(C)(C)O2)[CH:34]=[C:33]([O:46][CH3:47])[C:32]=1[OH:48]. No catalyst specified. The product is [Cl:30][C:31]1[CH:36]=[C:35]([C:2]2[CH:3]=[C:4]3[C:9](=[CH:10][CH:11]=2)[N:8]=[CH:7][C:6]([C:12]([CH:14]2[CH2:15][CH2:16]2)=[O:13])=[C:5]3[N:17]2[CH2:18][CH2:19][CH:20]([N:23]3[CH2:24][CH2:25][N:26]([CH3:29])[CH2:27][CH2:28]3)[CH2:21][CH2:22]2)[CH:34]=[C:33]([O:46][CH3:47])[C:32]=1[OH:48]. The yield is 0.480. (2) The reactants are O=C1C2C(=CC=CC=2)C(=O)[N:3]1[O:12][CH2:13][C:14]1[C:22]2[C:17](=[CH:18][CH:19]=[CH:20][CH:21]=2)[N:16]([C:23]([O:25][C:26]([CH3:29])([CH3:28])[CH3:27])=[O:24])[CH:15]=1.O.NN. The catalyst is C(O)C. The product is [NH2:3][O:12][CH2:13][C:14]1[C:22]2[C:17](=[CH:18][CH:19]=[CH:20][CH:21]=2)[N:16]([C:23]([O:25][C:26]([CH3:29])([CH3:28])[CH3:27])=[O:24])[CH:15]=1. The yield is 0.600. (3) The product is [CH3:1][O:2][C:3]1[CH:4]=[C:5]2[C:10](=[CH:11][C:12]=1[O:13][CH3:14])[N:9]=[CH:8][CH:7]=[C:6]2[O:15][C:16]1[CH:22]=[CH:21][C:19]([NH:20][C:41](=[O:47])[O:42][CH2:43][CH2:54][O:53][C:52]2[CH:57]=[CH:58][CH:59]=[C:50]([F:49])[CH:51]=2)=[CH:18][CH:17]=1. The catalyst is C(Cl)Cl. The yield is 0.510. The reactants are [CH3:1][O:2][C:3]1[CH:4]=[C:5]2[C:10](=[CH:11][C:12]=1[O:13][CH3:14])[N:9]=[CH:8][CH:7]=[C:6]2[O:15][C:16]1[CH:22]=[CH:21][C:19]([NH2:20])=[CH:18][CH:17]=1.C1(C)C=CC=CC=1.C(N(CC)CC)C.ClC(Cl)(O[C:41](=[O:47])[O:42][C:43](Cl)(Cl)Cl)Cl.[F:49][C:50]1[CH:51]=[C:52]([CH:57]=[CH:58][CH:59]=1)[O:53][CH2:54]CO. (4) The reactants are C(O[C:6](=O)[N:7]([CH2:9][C:10]1[CH:14]=[C:13]([C:15]2[CH:20]=[CH:19][CH:18]=[CH:17][CH:16]=2)[N:12]([S:21]([C:24]2[CH:25]=[N:26][C:27]([Cl:30])=[CH:28][CH:29]=2)(=[O:23])=[O:22])[CH:11]=1)C)(C)(C)C.[CH3:32][N:33](C)C=O.C(OCC)(=O)C.Cl. The catalyst is C(OCC)(=O)C.[C-]#N.[Zn+2].[C-]#N.C1C=CC([P]([Pd]([P](C2C=CC=CC=2)(C2C=CC=CC=2)C2C=CC=CC=2)([P](C2C=CC=CC=2)(C2C=CC=CC=2)C2C=CC=CC=2)[P](C2C=CC=CC=2)(C2C=CC=CC=2)C2C=CC=CC=2)(C2C=CC=CC=2)C2C=CC=CC=2)=CC=1. The product is [ClH:30].[CH3:6][NH:7][CH2:9][C:10]1[CH:14]=[C:13]([C:15]2[CH:16]=[CH:17][CH:18]=[CH:19][CH:20]=2)[N:12]([S:21]([C:24]2[CH:29]=[CH:28][C:27]([C:32]#[N:33])=[N:26][CH:25]=2)(=[O:22])=[O:23])[CH:11]=1. The yield is 0.680. (5) The reactants are [F:1][C:2]1[CH:8]=[CH:7][C:5]([NH2:6])=[CH:4][C:3]=1[O:9]C.B(Br)(Br)Br.CO. The catalyst is C(Cl)Cl. The product is [NH2:6][C:5]1[CH:7]=[CH:8][C:2]([F:1])=[C:3]([OH:9])[CH:4]=1. The yield is 0.730. (6) The reactants are [NH2:1][C:2]1[CH:9]=[C:8]([Cl:10])[CH:7]=[CH:6][C:3]=1C#N.Cl.[NH2:12][OH:13].[C:14](=[O:17])(O)[O-].[Na+]. The catalyst is C(O)C.O. The product is [NH2:1][C:2]1[CH:9]=[C:8]([Cl:10])[CH:7]=[CH:6][C:3]=1[C:14]([NH:12][OH:13])=[O:17]. The yield is 0.860. (7) The reactants are [Cl:1][C:2]1[CH:26]=[CH:25][C:5]([CH2:6][C:7]2[C:16]([OH:17])=[CH:15][CH:14]=[C:13]3[C:8]=2[C:9](=[O:24])[N:10]([CH2:20][CH2:21][CH2:22][OH:23])[C:11](=[O:19])[N:12]3[CH3:18])=[CH:4][CH:3]=1.Br[CH2:28][CH2:29][CH3:30].C([O-])([O-])=O.[K+].[K+]. The yield is 0.714. The catalyst is CN(C=O)C.O. The product is [Cl:1][C:2]1[CH:3]=[CH:4][C:5]([CH2:6][C:7]2[C:16]([O:17][CH2:28][CH2:29][CH3:30])=[CH:15][CH:14]=[C:13]3[C:8]=2[C:9](=[O:24])[N:10]([CH2:20][CH2:21][CH2:22][OH:23])[C:11](=[O:19])[N:12]3[CH3:18])=[CH:25][CH:26]=1. (8) The reactants are Cl[C:2]1[C:7]([C:8]([O:10][CH3:11])=[O:9])=[CH:6][N:5]=[C:4]2[N:12]([S:15]([C:18]3[CH:24]=[CH:23][C:21]([CH3:22])=[CH:20][CH:19]=3)(=[O:17])=[O:16])[CH:13]=[CH:14][C:3]=12.[NH2:25][CH:26]1[CH2:31][CH2:30][CH2:29][N:28]([C:32]([O:34][C:35]([CH3:38])([CH3:37])[CH3:36])=[O:33])[CH2:27]1.CC1(C)C2C(=C(P(C3C=CC=CC=3)C3C=CC=CC=3)C=CC=2)OC2C(P(C3C=CC=CC=3)C3C=CC=CC=3)=CC=CC1=2.C([O-])([O-])=O.[Cs+].[Cs+]. The catalyst is C1(C)C=CC=CC=1.CC([O-])=O.CC([O-])=O.[Pd+2]. The product is [C:35]([O:34][C:32]([N:28]1[CH2:29][CH2:30][CH2:31][CH:26]([NH:25][C:2]2[C:7]([C:8]([O:10][CH3:11])=[O:9])=[CH:6][N:5]=[C:4]3[N:12]([S:15]([C:18]4[CH:24]=[CH:23][C:21]([CH3:22])=[CH:20][CH:19]=4)(=[O:17])=[O:16])[CH:13]=[CH:14][C:3]=23)[CH2:27]1)=[O:33])([CH3:38])([CH3:36])[CH3:37]. The yield is 0.460. (9) The reactants are Br[C:2]1[CH:7]=[CH:6][C:5]([C:8](=[C:16]2[CH2:22][CH2:21][CH2:20][CH2:19][CH2:18][CH2:17]2)[C:9]2[CH:14]=[CH:13][C:12]([OH:15])=[CH:11][CH:10]=2)=[CH:4][CH:3]=1.[C:23]([O:27][C:28]([CH3:31])([CH3:30])[CH3:29])(=[O:26])[CH:24]=[CH2:25].CCN(CC)CC.CC1C=CC=CC=1P(C1C=CC=CC=1C)C1C=CC=CC=1C. The product is [C:16]1(=[C:8]([C:9]2[CH:14]=[CH:13][C:12]([OH:15])=[CH:11][CH:10]=2)[C:5]2[CH:4]=[CH:3][C:2](/[CH:25]=[CH:24]/[C:23]([O:27][C:28]([CH3:31])([CH3:30])[CH3:29])=[O:26])=[CH:7][CH:6]=2)[CH2:17][CH2:18][CH2:19][CH2:20][CH2:21][CH2:22]1. The yield is 0.980. The catalyst is CC([O-])=O.CC([O-])=O.[Pd+2].O.CCOC(C)=O.CC#N. (10) The reactants are [Cl:1][C:2]1[CH:7]=[CH:6][CH:5]=[CH:4][C:3]=1[N:8]1[C:12]([S:13][C:14]2[CH:19]=[CH:18][N:17]=[C:16]([CH3:20])[CH:15]=2)=[CH:11][C:10]([C:21](OCC)=[O:22])=[N:9]1.[H-].C([Al+]CC(C)C)C(C)C.C1(C)C=CC=CC=1.O.O.O.O.O.O.O.O.O.O.[O-]S([O-])(=O)=O.[Na+].[Na+]. The catalyst is O1CCCC1. The product is [Cl:1][C:2]1[CH:7]=[CH:6][CH:5]=[CH:4][C:3]=1[N:8]1[C:12]([S:13][C:14]2[CH:19]=[CH:18][N:17]=[C:16]([CH3:20])[CH:15]=2)=[CH:11][C:10]([CH:21]=[O:22])=[N:9]1. The yield is 0.370.